Dataset: Full USPTO retrosynthesis dataset with 1.9M reactions from patents (1976-2016). Task: Predict the reactants needed to synthesize the given product. (1) Given the product [O:21]([C:16]1[CH:17]=[CH:18][CH:19]=[CH:20][C:15]=1[C:12]1[CH:11]=[CH:10][C:9]([O:8][CH2:7][CH2:6][CH2:5][C:4]([OH:28])=[O:3])=[CH:14][CH:13]=1)[C:22]1[CH:27]=[CH:26][CH:25]=[CH:24][CH:23]=1, predict the reactants needed to synthesize it. The reactants are: C([O:3][C:4](=[O:28])[CH2:5][CH2:6][CH2:7][O:8][C:9]1[CH:14]=[CH:13][C:12]([C:15]2[CH:20]=[CH:19][CH:18]=[CH:17][C:16]=2[O:21][C:22]2[CH:27]=[CH:26][CH:25]=[CH:24][CH:23]=2)=[CH:11][CH:10]=1)C. (2) The reactants are: [C:1]([C:3]1[CH:4]=[N:5][C:6]([N:9]2[CH2:14][CH2:13][N:12]([C:15]([O:17][C:18]([CH3:21])([CH3:20])[CH3:19])=[O:16])[CH2:11][CH2:10]2)=[N:7][CH:8]=1)#[N:2].[N-:22]=[N+:23]=[N-:24].[Na+].[Cl-].[NH4+].[OH-].[Na+]. Given the product [N:2]1[NH:22][N:23]=[N:24][C:1]=1[C:3]1[CH:4]=[N:5][C:6]([N:9]2[CH2:14][CH2:13][N:12]([C:15]([O:17][C:18]([CH3:21])([CH3:20])[CH3:19])=[O:16])[CH2:11][CH2:10]2)=[N:7][CH:8]=1, predict the reactants needed to synthesize it. (3) Given the product [Cl:32][C:29]1[CH:28]=[CH:27][C:26]([N:9]2[C:10](=[O:25])[C:11]3[CH:16]=[N:15][N:14]([C:17]4[CH:18]=[C:19]([CH:20]=[CH:21][CH:22]=4)[C:56]#[N:57])[C:12]=3[N:13]=[C:8]2[C:5]2[CH:6]=[CH:7][C:2]([B:33]3[O:37][C:36]([CH3:39])([CH3:38])[C:35]([CH3:41])([CH3:40])[O:34]3)=[CH:3][CH:4]=2)=[CH:31][CH:30]=1, predict the reactants needed to synthesize it. The reactants are: Br[C:2]1[CH:7]=[CH:6][C:5]([C:8]2[N:9]([C:26]3[CH:31]=[CH:30][C:29]([Cl:32])=[CH:28][CH:27]=3)[C:10](=[O:25])[C:11]3[CH:16]=[N:15][N:14]([C:17]4[CH:22]=[CH:21][CH:20]=[C:19](SC)[CH:18]=4)[C:12]=3[N:13]=2)=[CH:4][CH:3]=1.[B:33]1([B:33]2[O:37][C:36]([CH3:39])([CH3:38])[C:35]([CH3:41])([CH3:40])[O:34]2)[O:37][C:36]([CH3:39])([CH3:38])[C:35]([CH3:41])([CH3:40])[O:34]1.C([O-])(=O)C.[K+].[CH3:56][N:57](C)C=O. (4) The reactants are: [NH2:1][C:2]1[CH:3]=[CH:4][C:5]([CH3:24])=[C:6]([NH:8][C:9]([C:11]2[C:15]3[N:16]=[CH:17][N:18]=[C:19]([NH:20][CH:21]4[CH2:23][CH2:22]4)[C:14]=3[S:13][CH:12]=2)=[O:10])[CH:7]=1.[CH3:25][C:26]1[N:27]=[CH:28][N:29]([C:31]2[CH:39]=[CH:38][C:34]([C:35](O)=[O:36])=[CH:33][C:32]=2[C:40]([F:43])([F:42])[F:41])[CH:30]=1. Given the product [CH:21]1([NH:20][C:19]2[C:14]3[S:13][CH:12]=[C:11]([C:9]([NH:8][C:6]4[CH:7]=[C:2]([NH:1][C:35](=[O:36])[C:34]5[CH:38]=[CH:39][C:31]([N:29]6[CH:30]=[C:26]([CH3:25])[N:27]=[CH:28]6)=[C:32]([C:40]([F:41])([F:43])[F:42])[CH:33]=5)[CH:3]=[CH:4][C:5]=4[CH3:24])=[O:10])[C:15]=3[N:16]=[CH:17][N:18]=2)[CH2:22][CH2:23]1, predict the reactants needed to synthesize it. (5) Given the product [F:1][CH2:2][CH2:3][O:4][CH2:5][CH2:6][O:7][CH2:8][CH2:9][O:10][C:11]1[CH:12]=[C:13]([C@H:17]([NH:23][C:24]([C@H:26]2[CH2:31][CH2:30][CH2:29][N:28]([C:32](=[O:48])[CH2:33][CH2:34][CH:35]3[CH2:40][CH2:39][NH:38][CH2:37][CH2:36]3)[CH2:27]2)=[O:25])[CH2:18][C:19]([OH:21])=[O:20])[CH:14]=[N:15][CH:16]=1, predict the reactants needed to synthesize it. The reactants are: [F:1][CH2:2][CH2:3][O:4][CH2:5][CH2:6][O:7][CH2:8][CH2:9][O:10][C:11]1[CH:12]=[C:13]([C@@H:17]([NH:23][C:24]([C@@H:26]2[CH2:31][CH2:30][CH2:29][N:28]([C:32](=[O:48])[CH2:33][CH2:34][CH:35]3[CH2:40][CH2:39][N:38](C(OC(C)(C)C)=O)[CH2:37][CH2:36]3)[CH2:27]2)=[O:25])[CH2:18][C:19]([O:21]C)=[O:20])[CH:14]=[N:15][CH:16]=1.CO.O.O.O.O.O.O.O.O.[OH-].[Ba+2].[OH-]. (6) The reactants are: Br[C:2]1[N:6]2[CH:7]=[CH:8][C:9]([C:11]([F:14])([F:13])[F:12])=[N:10][C:5]2=[N:4][CH:3]=1.[F:15][C:16]1[C:21]([C:22]2[CH:23]=[N:24][CH:25]=[CH:26][CH:27]=2)=[CH:20][CH:19]=[CH:18][C:17]=1B(O)O. Given the product [F:15][C:16]1[C:21]([C:22]2[CH:23]=[N:24][CH:25]=[CH:26][CH:27]=2)=[CH:20][CH:19]=[CH:18][C:17]=1[C:2]1[N:6]2[CH:7]=[CH:8][C:9]([C:11]([F:14])([F:13])[F:12])=[N:10][C:5]2=[N:4][CH:3]=1, predict the reactants needed to synthesize it.